Predict the reaction yield, written as a fraction of the theoretical maximum amount of product (1.0 means a 100% yield; for example, 0.34 means a 34% yield). From a dataset of Reaction yield outcomes from USPTO patents with 853,638 reactions. (1) The reactants are [CH2:1]([C:3]1[C:4]([NH:11][CH:12]([CH2:15][CH3:16])[CH2:13][CH3:14])=[N:5][C:6]([CH2:9][CH3:10])=[CH:7][N:8]=1)[CH3:2].[Br:17]N1C(=O)CCC1=O. The catalyst is C(Cl)Cl. The product is [Br:17][C:7]1[N:8]=[C:3]([CH2:1][CH3:2])[C:4]([NH:11][CH:12]([CH2:15][CH3:16])[CH2:13][CH3:14])=[N:5][C:6]=1[CH2:9][CH3:10]. The yield is 0.850. (2) The reactants are [O:1]1[CH2:6][CH2:5][N:4]([C:7]2[C:8]3[N:16]=[C:15](Cl)[CH:14]=[CH:13][C:9]=3[N:10]=[CH:11][N:12]=2)[CH2:3][CH2:2]1.[Cl:18][C:19]1[CH:20]=[C:21](B(O)O)[CH:22]=[CH:23][C:24]=1[Cl:25]. No catalyst specified. The product is [O:1]1[CH2:6][CH2:5][N:4]([C:7]2[C:8]3[N:16]=[C:15]([C:22]4[CH:21]=[CH:20][C:19]([Cl:18])=[C:24]([Cl:25])[CH:23]=4)[CH:14]=[CH:13][C:9]=3[N:10]=[CH:11][N:12]=2)[CH2:3][CH2:2]1. The yield is 0.970. (3) The reactants are C(O)(=O)C.O.[NH2:6]N.C[N:9]([CH:11]=[C:12]1[C:17](=O)[CH2:16][C:15]([CH3:20])([CH3:19])[CH2:14][C:13]1=[O:21])C. The catalyst is C(O)CCC. The product is [CH3:19][C:15]1([CH3:20])[CH2:16][C:17]2[NH:6][N:9]=[CH:11][C:12]=2[C:13](=[O:21])[CH2:14]1. The yield is 0.390. (4) The reactants are C[Sn](C)C.C[Sn](C)C.[F:9][C:10]1[CH:11]=[CH:12][C:13](Br)=[N:14][CH:15]=1.Br[C:18]1[O:22][C:21]([C:23]2[CH:24]=[C:25]([CH:28]=[CH:29][CH:30]=2)[C:26]#[N:27])=[CH:20][CH:19]=1. The catalyst is ClCCl.C1C=CC([P]([Pd]([P](C2C=CC=CC=2)(C2C=CC=CC=2)C2C=CC=CC=2)([P](C2C=CC=CC=2)(C2C=CC=CC=2)C2C=CC=CC=2)[P](C2C=CC=CC=2)(C2C=CC=CC=2)C2C=CC=CC=2)(C2C=CC=CC=2)C2C=CC=CC=2)=CC=1. The product is [F:9][C:10]1[CH:11]=[CH:12][C:13]([C:18]2[O:22][C:21]([C:23]3[CH:24]=[C:25]([CH:28]=[CH:29][CH:30]=3)[C:26]#[N:27])=[CH:20][CH:19]=2)=[N:14][CH:15]=1. The yield is 0.430. (5) The reactants are C(OC[O:5][CH:6]1[CH2:24][CH:23]2[N:8]([C:9](=[O:45])[N:10](CC3C=CC(OC)=CC=3)[CH2:11][CH2:12][CH2:13][CH2:14][CH2:15][CH:16]=[CH:17][CH:18]3[C:20]([C:26]([NH:28][S:29]([C:32]4([CH3:35])[CH2:34][CH2:33]4)(=[O:31])=[O:30])=[O:27])([NH:21][C:22]2=[O:25])[CH2:19]3)[CH2:7]1)C.ClCCl.FC(F)(F)C(O)=O.O. The catalyst is C(OCC)(=O)C.CO. The product is [OH:5][CH:6]1[CH2:24][CH:23]2[N:8]([C:9](=[O:45])[NH:10][CH2:11][CH2:12][CH2:13][CH2:14][CH2:15][CH:16]=[CH:17][CH:18]3[C:20]([C:26]([NH:28][S:29]([C:32]4([CH3:35])[CH2:34][CH2:33]4)(=[O:31])=[O:30])=[O:27])([NH:21][C:22]2=[O:25])[CH2:19]3)[CH2:7]1. The yield is 0.300. (6) The reactants are [H-].[Na+].[Br:3][C:4]1[CH:9]=[CH:8][C:7]([C:10]2[C:14]3[CH2:15][C:16]4[S:17][CH:18]=[CH:19][C:20]=4[C:13]=3[NH:12][N:11]=2)=[CH:6][CH:5]=1.[CH3:21][Si:22]([CH2:25][CH2:26][O:27][CH2:28]Cl)([CH3:24])[CH3:23]. The catalyst is C1COCC1. The product is [Br:3][C:4]1[CH:9]=[CH:8][C:7]([C:10]2[C:14]3[CH2:15][C:16]4[S:17][CH:18]=[CH:19][C:20]=4[C:13]=3[N:12]([CH2:28][O:27][CH2:26][CH2:25][Si:22]([CH3:24])([CH3:23])[CH3:21])[N:11]=2)=[CH:6][CH:5]=1. The yield is 0.690. (7) The reactants are [Cl:1][C:2]1[CH:3]=[C:4]([CH:7]=[CH:8][C:9]=1[CH2:10][NH:11][C:12]1[CH:17]=[CH:16][CH:15]=[CH:14][N:13]=1)[CH:5]=O.[C:18]([O-])([O-])=O.[K+].[K+]. The catalyst is O1CCOCC1.[Br-].C[P+](C1C=CC=CC=1)(C1C=CC=CC=1)C1C=CC=CC=1. The product is [Cl:1][C:2]1[CH:3]=[C:4]([CH:5]=[CH2:18])[CH:7]=[CH:8][C:9]=1[CH2:10][NH:11][C:12]1[CH:17]=[CH:16][CH:15]=[CH:14][N:13]=1. The yield is 0.500. (8) The reactants are [NH2:1][C@@H:2]([C@@H:5]([O:7][C:8]([CH3:11])([CH3:10])[CH3:9])[CH3:6])[CH2:3][OH:4].[F:12][C:13]1[N:18]=[C:17](F)[C:16]([F:20])=[CH:15][N:14]=1.CCN(C(C)C)C(C)C. The catalyst is C(#N)C. The product is [C:8]([O:7][C@@H:5]([CH3:6])[C@H:2]([NH:1][C:15]1[C:16]([F:20])=[CH:17][N:18]=[C:13]([F:12])[N:14]=1)[CH2:3][OH:4])([CH3:10])([CH3:9])[CH3:11]. The yield is 0.730.